This data is from Catalyst prediction with 721,799 reactions and 888 catalyst types from USPTO. The task is: Predict which catalyst facilitates the given reaction. Reactant: C(N(C(C)C)CC)(C)C.[C:10](Cl)(=[O:14])[CH:11]([CH3:13])[CH3:12].[F:16][C:17]1[C:25]([O:26][C:27]2[C:36]3[C:31](=[CH:32][C:33]([O:39][CH2:40][CH:41]4[CH2:46][CH2:45][NH:44][CH2:43][CH2:42]4)=[C:34]([O:37][CH3:38])[CH:35]=3)[N:30]=[CH:29][N:28]=2)=[CH:24][CH:23]=[C:22]2[C:18]=1[CH:19]=[C:20]([CH3:47])[NH:21]2. Product: [F:16][C:17]1[C:25]([O:26][C:27]2[C:36]3[C:31](=[CH:32][C:33]([O:39][CH2:40][CH:41]4[CH2:46][CH2:45][N:44]([C:10](=[O:14])[CH:11]([CH3:13])[CH3:12])[CH2:43][CH2:42]4)=[C:34]([O:37][CH3:38])[CH:35]=3)[N:30]=[CH:29][N:28]=2)=[CH:24][CH:23]=[C:22]2[C:18]=1[CH:19]=[C:20]([CH3:47])[NH:21]2. The catalyst class is: 2.